This data is from Catalyst prediction with 721,799 reactions and 888 catalyst types from USPTO. The task is: Predict which catalyst facilitates the given reaction. (1) Product: [N:11]1[S:12][N:13]=[C:14]2[CH:19]=[C:18]([C:20]([N:5]3[CH2:10][CH2:9][CH2:8][CH2:7][CH2:6]3)=[O:21])[CH:17]=[CH:16][C:15]=12. The catalyst class is: 4. Reactant: C[Al](C)C.[NH:5]1[CH2:10][CH2:9][CH2:8][CH2:7][CH2:6]1.[N:11]1[S:12][N:13]=[C:14]2[CH:19]=[C:18]([C:20](OC)=[O:21])[CH:17]=[CH:16][C:15]=12. (2) Reactant: FC(F)(F)C(O)=O.[F:8][C:9]1[CH:14]=[C:13]([N:15]2[CH:19]=[N:18][N:17]=[N:16]2)[CH:12]=[CH:11][C:10]=1[C:20]1[CH:21]=[CH:22][C:23]2[O:27][C:26]([CH:28]3[CH2:33][CH2:32][NH:31][CH2:30][CH2:29]3)=[N:25][C:24]=2[CH:34]=1.CC[N:37](C(C)C)C(C)C.Cl[CH:45]1C[CH2:49][CH:48]([CH2:51][CH3:52])[CH2:47][NH:46]1.CCOC(C)=O.O. Product: [CH2:51]([C:48]1[CH:49]=[N:37][C:45]([N:31]2[CH2:30][CH2:29][CH:28]([C:26]3[O:27][C:23]4[CH:22]=[CH:21][C:20]([C:10]5[CH:11]=[CH:12][C:13]([N:15]6[CH:19]=[N:18][N:17]=[N:16]6)=[CH:14][C:9]=5[F:8])=[CH:34][C:24]=4[N:25]=3)[CH2:33][CH2:32]2)=[N:46][CH:47]=1)[CH3:52]. The catalyst class is: 41. (3) Reactant: CO[C:3]([C:5]1[S:6][C:7]2[CH:13]=[CH:12][C:11]([CH2:14][C:15]([OH:17])=O)=[CH:10][C:8]=2[CH:9]=1)=[O:4].C(Cl)CCl.[CH:22]1[CH:23]=[CH:24][C:25]2[N:30](O)N=[N:28][C:26]=2[CH:27]=1.[NH2:32][C:33]1[CH:38]=[CH:37][CH:36]=[CH:35][CH:34]=1. Product: [NH2:30][C:25]1[CH:24]=[CH:23][CH:22]=[CH:27][C:26]=1[NH:28][C:3]([C:5]1[S:6][C:7]2[CH:13]=[CH:12][C:11]([CH2:14][C:15]([NH:32][C:33]3[CH:38]=[CH:37][CH:36]=[CH:35][CH:34]=3)=[O:17])=[CH:10][C:8]=2[CH:9]=1)=[O:4]. The catalyst class is: 3. (4) Reactant: Cl[C:2]1[N:7]=[CH:6][N:5]=[C:4]([NH2:8])[C:3]=1[C:9]1[O:13][N:12]=[C:11]([CH3:14])[N:10]=1.[NH2:15][C@@H:16]([C:19]1[N:28]([CH:29]2[CH2:31][CH2:30]2)[C:27](=[O:32])[C:26]2[C:21](=[CH:22][CH:23]=[CH:24][C:25]=2[Cl:33])[N:20]=1)[CH2:17][CH3:18].CCN(C(C)C)C(C)C.CCOC(C)=O. Product: [NH2:8][C:4]1[N:5]=[CH:6][N:7]=[C:2]([NH:15][C@@H:16]([C:19]2[N:28]([CH:29]3[CH2:30][CH2:31]3)[C:27](=[O:32])[C:26]3[C:21](=[CH:22][CH:23]=[CH:24][C:25]=3[Cl:33])[N:20]=2)[CH2:17][CH3:18])[C:3]=1[C:9]1[O:13][N:12]=[C:11]([CH3:14])[N:10]=1. The catalyst class is: 114. (5) Reactant: O=[C:2]1[CH2:6][CH2:5][CH2:4][CH:3]1[C:7]([O:9]C)=O.[Br:11][C:12]1[CH:20]=[CH:19][C:15]([C:16](=[NH:18])[NH2:17])=[CH:14][CH:13]=1. Product: [Br:11][C:12]1[CH:20]=[CH:19][C:15]([C:16]2[N:17]=[C:7]([OH:9])[C:3]3[CH2:4][CH2:5][CH2:6][C:2]=3[N:18]=2)=[CH:14][CH:13]=1. The catalyst class is: 12. (6) Reactant: N#N.[CH3:3][O:4][C:5](=[O:36])[CH2:6][C:7]1[CH:8]=[C:9]([C:13]2[CH:18]=[CH:17][CH:16]=[CH:15][C:14]=2[NH:19][C:20](=[O:35])[CH2:21][CH2:22][C:23]2[CH:28]=[C:27]([O:29]C)[C:26]([O:31]C)=[C:25]([O:33]C)[CH:24]=2)[CH:10]=[CH:11][CH:12]=1.B(Br)(Br)Br. Product: [CH3:3][O:4][C:5](=[O:36])[CH2:6][C:7]1[CH:8]=[C:9]([C:13]2[CH:18]=[CH:17][CH:16]=[CH:15][C:14]=2[NH:19][C:20](=[O:35])[CH2:21][CH2:22][C:23]2[CH:24]=[C:25]([OH:33])[C:26]([OH:31])=[C:27]([OH:29])[CH:28]=2)[CH:10]=[CH:11][CH:12]=1. The catalyst class is: 2.